This data is from NCI-60 drug combinations with 297,098 pairs across 59 cell lines. The task is: Regression. Given two drug SMILES strings and cell line genomic features, predict the synergy score measuring deviation from expected non-interaction effect. (1) Drug 1: C1=NC2=C(N1)C(=S)N=C(N2)N. Drug 2: CC1CCCC2(C(O2)CC(NC(=O)CC(C(C(=O)C(C1O)C)(C)C)O)C(=CC3=CSC(=N3)C)C)C. Cell line: RXF 393. Synergy scores: CSS=2.02, Synergy_ZIP=-5.90, Synergy_Bliss=-5.47, Synergy_Loewe=-6.10, Synergy_HSA=-5.45. (2) Drug 2: CC(C)NC(=O)C1=CC=C(C=C1)CNNC.Cl. Drug 1: CS(=O)(=O)CCNCC1=CC=C(O1)C2=CC3=C(C=C2)N=CN=C3NC4=CC(=C(C=C4)OCC5=CC(=CC=C5)F)Cl. Synergy scores: CSS=13.4, Synergy_ZIP=-4.91, Synergy_Bliss=1.91, Synergy_Loewe=-8.52, Synergy_HSA=0.896. Cell line: TK-10.